From a dataset of Full USPTO retrosynthesis dataset with 1.9M reactions from patents (1976-2016). Predict the reactants needed to synthesize the given product. (1) Given the product [CH2:27]([O:26][C:24](=[O:25])[CH2:23][N:5]([CH2:1][CH2:2][CH2:3][CH3:4])[S:6]([C:9]1[CH:10]=[CH:11][C:12]([N:15]2[CH2:20][CH2:19][C:18](=[O:21])[CH2:17][CH2:16]2)=[CH:13][CH:14]=1)(=[O:8])=[O:7])[C:28]1[CH:33]=[CH:32][CH:31]=[CH:30][CH:29]=1, predict the reactants needed to synthesize it. The reactants are: [CH2:1]([NH:5][S:6]([C:9]1[CH:14]=[CH:13][C:12]([N:15]2[CH2:20][CH2:19][C:18](=[O:21])[CH2:17][CH2:16]2)=[CH:11][CH:10]=1)(=[O:8])=[O:7])[CH2:2][CH2:3][CH3:4].Br[CH2:23][C:24]([O:26][CH2:27][C:28]1[CH:33]=[CH:32][CH:31]=[CH:30][CH:29]=1)=[O:25]. (2) Given the product [OH:9][C:8]1[C:3]([CH:2]=[O:1])=[N:4][C:5]([CH3:10])=[CH:6][CH:7]=1, predict the reactants needed to synthesize it. The reactants are: [OH:1][CH2:2][C:3]1[C:8]([OH:9])=[CH:7][CH:6]=[C:5]([CH3:10])[N:4]=1. (3) Given the product [Br:1][C:2]1[CH:3]=[CH:4][C:5]([C:8]2([O:20][CH2:21][CH2:22][O:23][S:38]([C:35]3[CH:36]=[CH:37][C:32]([CH3:42])=[CH:33][CH:34]=3)(=[O:40])=[O:39])[CH2:12][CH2:11][N:10]([C:13]([O:15][C:16]([CH3:18])([CH3:19])[CH3:17])=[O:14])[CH2:9]2)=[CH:6][CH:7]=1, predict the reactants needed to synthesize it. The reactants are: [Br:1][C:2]1[CH:7]=[CH:6][C:5]([C:8]2([O:20][CH2:21][CH2:22][OH:23])[CH2:12][CH2:11][N:10]([C:13]([O:15][C:16]([CH3:19])([CH3:18])[CH3:17])=[O:14])[CH2:9]2)=[CH:4][CH:3]=1.C(N(CC)CC)C.[Cl-].[C:32]1([CH3:42])[CH:37]=[CH:36][C:35]([S:38]([O-])(=[O:40])=[O:39])=[CH:34][CH:33]=1. (4) Given the product [F:41][C:38]1[CH:39]=[CH:40][C:35]([C:2]2[N:7]=[C:6]3[CH2:8][N:9]([C:11]([C:13]4[CH:18]=[C:17]([S:19]([CH3:22])(=[O:21])=[O:20])[CH:16]=[CH:15][C:14]=4[O:23][C@@H:24]([CH3:29])[C:25]([F:26])([F:27])[F:28])=[O:12])[CH2:10][C:5]3=[CH:4][CH:3]=2)=[CH:36][CH:37]=1, predict the reactants needed to synthesize it. The reactants are: Cl[C:2]1[N:7]=[C:6]2[CH2:8][N:9]([C:11]([C:13]3[CH:18]=[C:17]([S:19]([CH3:22])(=[O:21])=[O:20])[CH:16]=[CH:15][C:14]=3[O:23][C@@H:24]([CH3:29])[C:25]([F:28])([F:27])[F:26])=[O:12])[CH2:10][C:5]2=[CH:4][CH:3]=1.C([Sn](CCCC)(CCCC)[C:35]1[CH:40]=[CH:39][C:38]([F:41])=[CH:37][CH:36]=1)CCC. (5) Given the product [CH:1]1([N:4]2[C:13]3[C:8](=[CH:9][C:10]([F:17])=[C:11]([F:16])[C:12]=3[OH:14])[C:7](=[O:18])[C:6]([C:19]([OH:21])=[O:20])=[CH:5]2)[CH2:2][CH2:3]1, predict the reactants needed to synthesize it. The reactants are: [CH:1]1([N:4]2[C:13]3[C:8](=[CH:9][C:10]([F:17])=[C:11]([F:16])[C:12]=3[O:14]C)[C:7](=[O:18])[C:6]([C:19]([OH:21])=[O:20])=[CH:5]2)[CH2:3][CH2:2]1. (6) Given the product [ClH:1].[CH2:2]([O:9][NH:10][CH2:17][C:18]1[CH:23]=[CH:22][CH:21]=[CH:20][CH:19]=1)[C:3]1[CH:8]=[CH:7][CH:6]=[CH:5][CH:4]=1, predict the reactants needed to synthesize it. The reactants are: [ClH:1].[CH2:2]([O:9][NH2:10])[C:3]1[CH:8]=[CH:7][CH:6]=[CH:5][CH:4]=1.C(=O)([O-])[O-].[K+].[K+].[CH:17](=O)[C:18]1[CH:23]=[CH:22][CH:21]=[CH:20][CH:19]=1.C[SiH](C)C1C=CC=CC=1.[Ar].FC(F)(F)C(O)=O. (7) Given the product [C:6]([CH2:7][N:8]1[C:14]2[CH:15]=[CH:16][CH:17]=[CH:18][C:13]=2[CH2:12][CH2:11][C@H:10]([NH:19][C:20]([C:22]2([CH2:27][CH:28]([CH2:32][C:33]([NH:35][CH2:36][CH2:37][CH2:38][OH:39])=[O:34])[C:29]([OH:31])=[O:30])[CH2:26][CH2:25][CH2:24][CH2:23]2)=[O:21])[C:9]1=[O:40])([OH:41])=[O:5], predict the reactants needed to synthesize it. The reactants are: C([O:5][C:6](=[O:41])[CH2:7][N:8]1[C:14]2[CH:15]=[CH:16][CH:17]=[CH:18][C:13]=2[CH2:12][CH2:11][C@H:10]([NH:19][C:20]([C:22]2([CH2:27][CH:28]([CH2:32][C:33]([NH:35][CH2:36][CH2:37][CH2:38][OH:39])=[O:34])[C:29]([O-:31])=[O:30])[CH2:26][CH2:25][CH2:24][CH2:23]2)=[O:21])[C:9]1=[O:40])(C)(C)C.[OH-].[Na+]. (8) The reactants are: Cl.[CH2:2]([O:9][C:10]1[CH:19]=[C:18]2[C:13]([C:14]3[N:22]4[CH2:23][CH2:24][CH2:25][N:26](C(OC(C)(C)C)=O)[CH2:27][C:21]4=[N:20][C:15]=3[CH:16]=[N:17]2)=[CH:12][CH:11]=1)[C:3]1[CH:8]=[CH:7][CH:6]=[CH:5][CH:4]=1.ClCCl.C(OCC)C. Given the product [CH2:2]([O:9][C:10]1[CH:19]=[C:18]2[C:13]([C:14]3[N:22]4[CH2:23][CH2:24][CH2:25][NH:26][CH2:27][C:21]4=[N:20][C:15]=3[CH:16]=[N:17]2)=[CH:12][CH:11]=1)[C:3]1[CH:4]=[CH:5][CH:6]=[CH:7][CH:8]=1, predict the reactants needed to synthesize it.